From a dataset of Catalyst prediction with 721,799 reactions and 888 catalyst types from USPTO. Predict which catalyst facilitates the given reaction. (1) Reactant: [CH2:1]1[C:10]2[C:5](=[CH:6][CH:7]=[CH:8][CH:9]=2)[CH2:4][CH2:3][N:2]1[C:11]([NH:13][C:14]1[CH:23]=[CH:22][C:17]([C:18]([O:20]C)=[O:19])=[CH:16][CH:15]=1)=[O:12].[OH-].[Na+]. Product: [CH2:1]1[C:10]2[C:5](=[CH:6][CH:7]=[CH:8][CH:9]=2)[CH2:4][CH2:3][N:2]1[C:11]([NH:13][C:14]1[CH:15]=[CH:16][C:17]([C:18]([OH:20])=[O:19])=[CH:22][CH:23]=1)=[O:12]. The catalyst class is: 83. (2) Product: [C:1]1([CH:7]([NH2:39])[CH2:8][CH2:9][N:10]2[CH2:11][CH2:12][CH:13]([N:16]([CH2:30][CH3:31])[C:17](=[O:29])[CH2:18][C:19]3[CH:24]=[CH:23][C:22]([S:25]([CH3:28])(=[O:26])=[O:27])=[CH:21][CH:20]=3)[CH2:14][CH2:15]2)[CH:2]=[CH:3][CH:4]=[CH:5][CH:6]=1. Reactant: [C:1]1([C:7]([NH2:39])(C(OC(C)(C)C)=O)[CH2:8][CH2:9][N:10]2[CH2:15][CH2:14][CH:13]([N:16]([CH2:30][CH3:31])[C:17](=[O:29])[CH2:18][C:19]3[CH:24]=[CH:23][C:22]([S:25]([CH3:28])(=[O:27])=[O:26])=[CH:21][CH:20]=3)[CH2:12][CH2:11]2)[CH:6]=[CH:5][CH:4]=[CH:3][CH:2]=1. The catalyst class is: 55. (3) Reactant: Cl[C:2]1[C:11]2[C:6](=[CH:7][C:8]([O:14][CH3:15])=[C:9]([O:12][CH3:13])[CH:10]=2)[N:5]=[CH:4][C:3]=1[F:16].[OH:17][C:18]1[CH:19]=[C:20]2[C:25](=[CH:26][CH:27]=1)[C:24]([C:28]([OH:30])=[O:29])=[CH:23][CH:22]=[CH:21]2.C(P(C(C)(C)C)C1C=CC=CC=1C1C(C(C)C)=CC(C(C)C)=CC=1C(C)C)(C)(C)C.P([O-])([O-])([O-])=O.[K+].[K+].[K+]. Product: [F:16][C:3]1[CH:4]=[N:5][C:6]2[C:11]([C:2]=1[O:17][C:18]1[CH:19]=[C:20]3[C:25](=[CH:26][CH:27]=1)[C:24]([C:28]([OH:30])=[O:29])=[CH:23][CH:22]=[CH:21]3)=[CH:10][C:9]([O:12][CH3:13])=[C:8]([O:14][CH3:15])[CH:7]=2. The catalyst class is: 826. (4) Reactant: [N+:1]([O-:9])([O:3][CH2:4][CH2:5][CH2:6][CH2:7][OH:8])=[O:2].[CH3:10][C:11]([C:17]1[C:18](=[O:29])[C:19]2[C:24]([C:25](=[O:28])[C:26]=1[CH3:27])=[CH:23][CH:22]=[CH:21][CH:20]=2)([CH3:16])[CH2:12][C:13](O)=[O:14].C(Cl)CCl. Product: [CH3:16][C:11]([C:17]1[C:18](=[O:29])[C:19]2[C:24]([C:25](=[O:28])[C:26]=1[CH3:27])=[CH:23][CH:22]=[CH:21][CH:20]=2)([CH3:10])[CH2:12][C:13]([O:8][CH2:7][CH2:6][CH2:5][CH2:4][O:3][N+:1]([O-:9])=[O:2])=[O:14]. The catalyst class is: 64. (5) Reactant: Br[C:2]1[CH:11]=[CH:10][C:9]2[N:8]=[CH:7][C:6]3[N:12]=[C:13]([CH2:20][O:21][CH2:22][CH3:23])[N:14]([CH2:15][C:16]([CH3:19])([OH:18])[CH3:17])[C:5]=3[C:4]=2[CH:3]=1.[C:24]([NH2:29])(=[O:28])[CH:25]([CH3:27])[CH3:26].P([O-])([O-])([O-])=O.[K+].[K+].[K+]. Product: [CH2:22]([O:21][CH2:20][C:13]1[N:14]([CH2:15][C:16]([OH:18])([CH3:19])[CH3:17])[C:5]2[C:4]3[CH:3]=[C:2]([NH:29][C:24](=[O:28])[CH:25]([CH3:27])[CH3:26])[CH:11]=[CH:10][C:9]=3[N:8]=[CH:7][C:6]=2[N:12]=1)[CH3:23]. The catalyst class is: 321. (6) Reactant: [CH3:1][N:2]([CH3:9])[CH2:3]/[CH:4]=[CH:5]/[C:6](Cl)=[O:7].C(Cl)(=O)C=C.[O:15]=[C:16]1[C:21]2=[CH:22][C:23]3[CH:24]=[CH:25][C:26]([C:29]([NH:31][C:32]4[CH:48]=[CH:47][C:35]5[O:36][CH2:37][CH2:38][N:39](C(OC(C)(C)C)=O)[C:34]=5[CH:33]=4)=[O:30])=[CH:27][C:28]=3[N:20]2[CH2:19][CH2:18][NH:17]1.CCN(C(C)C)C(C)C. Product: [CH3:1][N:2]([CH3:9])[CH2:3]/[CH:4]=[CH:5]/[C:6]([N:39]1[CH2:38][CH2:37][O:36][C:35]2[CH:47]=[CH:48][C:32]([NH:31][C:29]([C:26]3[CH:25]=[CH:24][C:23]4[CH:22]=[C:21]5[C:16](=[O:15])[NH:17][CH2:18][CH2:19][N:20]5[C:28]=4[CH:27]=3)=[O:30])=[CH:33][C:34]1=2)=[O:7]. The catalyst class is: 37. (7) Reactant: [C:1]([N:4]1[CH2:9][CH2:8][N:7]([C:10]2[CH:11]=[C:12]([NH:16][CH:17]=O)[CH:13]=[CH:14][CH:15]=2)[CH2:6][CH2:5]1)(=[O:3])[CH3:2].[H-].[Na+].[H][H].FC1[CH:29]=[CH:28][C:27]([CH3:30])=[CH:26][C:25]=1[N+:31]([O-:33])=[O:32]. Product: [CH3:30][C:27]1[CH:28]=[CH:29][C:17]([NH:16][C:12]2[CH:11]=[C:10]([N:7]3[CH2:8][CH2:9][N:4]([C:1](=[O:3])[CH3:2])[CH2:5][CH2:6]3)[CH:15]=[CH:14][CH:13]=2)=[C:25]([N+:31]([O-:33])=[O:32])[CH:26]=1. The catalyst class is: 9.